The task is: Predict the reaction yield, written as a fraction of the theoretical maximum amount of product (1.0 means a 100% yield; for example, 0.34 means a 34% yield).. This data is from Reaction yield outcomes from USPTO patents with 853,638 reactions. (1) The product is [CH2:1]([N:3]1[CH:7]=[C:6]([C:8]2[CH:13]=[CH:12][N:11]=[C:10]3[NH:14][C:15]([C:17]4[CH:18]=[CH:19][C:20]([CH2:23][N:24]5[CH2:28][CH2:27][CH2:26][CH2:25]5)=[CH:21][CH:22]=4)=[CH:16][C:9]=23)[C:5]([C:29]2[CH:30]=[CH:31][C:32]([NH:33][C:38](=[O:39])[CH:37]([CH3:41])[CH3:36])=[CH:34][CH:35]=2)=[N:4]1)[CH3:2]. The catalyst is C(Cl)Cl.CN(C1C=CN=CC=1)C. The reactants are [CH2:1]([N:3]1[CH:7]=[C:6]([C:8]2[CH:13]=[CH:12][N:11]=[C:10]3[NH:14][C:15]([C:17]4[CH:22]=[CH:21][C:20]([CH2:23][N:24]5[CH2:28][CH2:27][CH2:26][CH2:25]5)=[CH:19][CH:18]=4)=[CH:16][C:9]=23)[C:5]([C:29]2[CH:35]=[CH:34][C:32]([NH2:33])=[CH:31][CH:30]=2)=[N:4]1)[CH3:2].[CH3:36][CH:37]([CH3:41])[C:38](Cl)=[O:39]. The yield is 0.430. (2) The reactants are [Cl:1][C:2]1[N:7]=[C:6]([N:8]2[CH2:12][CH2:11][C:10]([CH3:14])([OH:13])[CH2:9]2)[C:5]([F:15])=[C:4](Cl)[N:3]=1.O.[NH2:18][NH2:19]. The catalyst is CS(C)=O. The product is [Cl:1][C:2]1[N:7]=[C:6]([N:8]2[CH2:12][CH2:11][C:10]([CH3:14])([OH:13])[CH2:9]2)[C:5]([F:15])=[C:4]([NH:18][NH2:19])[N:3]=1. The yield is 0.210. (3) The reactants are [C:1]1([CH2:7][C:8]([O:10][CH3:11])=[O:9])[CH:6]=[CH:5][CH:4]=[CH:3][CH:2]=1.[C:12](O[C:12](=[O:19])[C:13]1[CH:18]=[CH:17][CH:16]=[CH:15][CH:14]=1)(=[O:19])[C:13]1[CH:18]=[CH:17][CH:16]=[CH:15][CH:14]=1. No catalyst specified. The product is [O:19]=[C:12]([C:13]1[CH:18]=[CH:17][CH:16]=[CH:15][CH:14]=1)[CH:7]([C:1]1[CH:6]=[CH:5][CH:4]=[CH:3][CH:2]=1)[C:8]([O:10][CH3:11])=[O:9]. The yield is 0.970. (4) The reactants are [CH3:1][Si:2]([CH3:27])([CH3:26])[C:3]1[S:4][C:5]([C:8]23[CH2:15][N:14]([C:16]([O:18][CH2:19][C:20]4[CH:25]=[CH:24][CH:23]=[CH:22][CH:21]=4)=[O:17])[CH2:13][C@@H:12]2[CH2:11][O:10][NH:9]3)=[CH:6][N:7]=1.[C:28]([N:36]=[C:37]=[S:38])(=[O:35])[C:29]1[CH:34]=[CH:33][CH:32]=[CH:31][CH:30]=1. The catalyst is C1COCC1. The product is [C:28]([NH:36][C:37]([N:9]1[C:8]2([C:5]3[S:4][C:3]([Si:2]([CH3:27])([CH3:26])[CH3:1])=[N:7][CH:6]=3)[CH2:15][N:14]([C:16]([O:18][CH2:19][C:20]3[CH:25]=[CH:24][CH:23]=[CH:22][CH:21]=3)=[O:17])[CH2:13][CH:12]2[CH2:11][O:10]1)=[S:38])(=[O:35])[C:29]1[CH:34]=[CH:33][CH:32]=[CH:31][CH:30]=1. The yield is 0.670. (5) The reactants are C[O:2][C:3]([C:5]1[CH:6]=[CH:7][C:8]2[N:9]([N:11]=[CH:12][N:13]=2)[CH:10]=1)=[O:4].[OH-].[K+].Cl. The catalyst is C1COCC1.O. The product is [N:13]1[CH:12]=[N:11][N:9]2[CH:10]=[C:5]([C:3]([OH:4])=[O:2])[CH:6]=[CH:7][C:8]=12. The yield is 0.610. (6) The reactants are [C:1]([C:3]1[CH:27]=[C:26]([CH3:28])[C:6]([O:7][C:8]2[C:13]([N+:14]([O-])=O)=[CH:12][N:11]=[C:10]([NH:17][C:18]3[CH:25]=[CH:24][C:21]([C:22]#[N:23])=[CH:20][CH:19]=3)[N:9]=2)=[C:5]([CH3:29])[CH:4]=1)#[N:2]. The catalyst is O1CCCC1.[Pd]. The product is [NH2:14][C:13]1[C:8]([O:7][C:6]2[C:26]([CH3:28])=[CH:27][C:3]([C:1]#[N:2])=[CH:4][C:5]=2[CH3:29])=[N:9][C:10]([NH:17][C:18]2[CH:25]=[CH:24][C:21]([C:22]#[N:23])=[CH:20][CH:19]=2)=[N:11][CH:12]=1. The yield is 0.840. (7) The reactants are [N:1]1([CH2:6][CH2:7][CH2:8][O:9][C:10]2[CH:18]=[CH:17][C:16]3[N:15]4[CH2:19][CH2:20][CH2:21][NH:22][C:23](=[O:24])[C:14]4=[CH:13][C:12]=3[CH:11]=2)[CH2:5][CH2:4][CH2:3][CH2:2]1.Br[CH2:26][CH:27]1[CH2:29][CH2:28]1.[H-].[Na+]. No catalyst specified. The product is [CH:27]1([CH2:26][N:22]2[CH2:21][CH2:20][CH2:19][N:15]3[C:16]4[CH:17]=[CH:18][C:10]([O:9][CH2:8][CH2:7][CH2:6][N:1]5[CH2:5][CH2:4][CH2:3][CH2:2]5)=[CH:11][C:12]=4[CH:13]=[C:14]3[C:23]2=[O:24])[CH2:29][CH2:28]1. The yield is 0.290. (8) The product is [CH2:4]([C:6]1[C:14]2[C:9](=[N:10][CH:11]=[CH:12][N:13]=2)[NH:8][C:7]=1[C:15]1[CH:20]=[CH:19][C:18]([C:28]([OH:27])([CH3:29])[CH3:30])=[CH:17][CH:16]=1)[CH3:5]. The yield is 1.09. The reactants are C[Mg]Cl.[CH2:4]([C:6]1[C:14]2[C:9](=[N:10][CH:11]=[CH:12][N:13]=2)[NH:8][C:7]=1[C:15]1[CH:20]=[CH:19][C:18](CC=O)=[CH:17][CH:16]=1)[CH3:5].C([O:27][CH2:28][CH3:29])(=O)C.[CH3:30]CCCCCC. The catalyst is O1CCCC1. (9) The reactants are [CH:1]([N:4]1[CH2:9][CH2:8][CH:7]([O:10][C:11]2[CH:19]=[CH:18][C:17]3[N:16]4[CH2:20][CH2:21][NH:22][C:23](=[O:24])[C:15]4=[CH:14][C:13]=3[CH:12]=2)[CH2:6][CH2:5]1)([CH3:3])[CH3:2].[CH:25]([NH:28][C:29](=[O:32])[CH2:30]Cl)([CH3:27])[CH3:26].[H-].[Na+]. No catalyst specified. The product is [CH:25]([NH:28][C:29](=[O:32])[CH2:30][N:22]1[CH2:21][CH2:20][N:16]2[C:17]3[CH:18]=[CH:19][C:11]([O:10][CH:7]4[CH2:8][CH2:9][N:4]([CH:1]([CH3:3])[CH3:2])[CH2:5][CH2:6]4)=[CH:12][C:13]=3[CH:14]=[C:15]2[C:23]1=[O:24])([CH3:27])[CH3:26]. The yield is 0.790.